This data is from Forward reaction prediction with 1.9M reactions from USPTO patents (1976-2016). The task is: Predict the product of the given reaction. (1) Given the reactants [Cl:1][C:2]1[CH:7]=[C:6]([F:8])[CH:5]=[CH:4][C:3]=1[CH:9]1[C:14]([C:15]([O:17][CH2:18][CH3:19])=[O:16])=[C:13]([CH3:20])[N:12]([CH3:21])[C:11]([C:22]2[S:23][CH:24]=[CH:25][N:26]=2)=[N:10]1.C1C(=O)N([Br:34])C(=O)C1, predict the reaction product. The product is: [Br:34][CH2:20][C:13]1[N:12]([CH3:21])[C:11]([C:22]2[S:23][CH:24]=[CH:25][N:26]=2)=[N:10][CH:9]([C:3]2[CH:4]=[CH:5][C:6]([F:8])=[CH:7][C:2]=2[Cl:1])[C:14]=1[C:15]([O:17][CH2:18][CH3:19])=[O:16]. (2) Given the reactants [CH:1]1([N:6]2[CH2:12][C:11]([F:14])([F:13])[C:10](=[O:15])[N:9]([CH2:16][CH3:17])[C:8]3[CH:18]=[N:19][C:20]([NH:22][C:23]4[CH:31]=[CH:30][C:26]([C:27]([OH:29])=O)=[CH:25][C:24]=4[O:32][CH3:33])=[N:21][C:7]2=3)[CH2:5][CH2:4][CH2:3][CH2:2]1.F[P-](F)(F)(F)(F)F.CN(C(N(C)C)=[N+]1C2C=CC=CC=2[N+]([O-])=N1)C.C(N(C(C)C)CC)(C)C.[CH3:67][N:68]([CH3:73])[CH2:69][CH2:70][CH2:71][NH2:72], predict the reaction product. The product is: [CH:1]1([N:6]2[CH2:12][C:11]([F:14])([F:13])[C:10](=[O:15])[N:9]([CH2:16][CH3:17])[C:8]3[CH:18]=[N:19][C:20]([NH:22][C:23]4[CH:31]=[CH:30][C:26]([C:27]([NH:72][CH2:71][CH2:70][CH2:69][N:68]([CH3:73])[CH3:67])=[O:29])=[CH:25][C:24]=4[O:32][CH3:33])=[N:21][C:7]2=3)[CH2:2][CH2:3][CH2:4][CH2:5]1.